This data is from Forward reaction prediction with 1.9M reactions from USPTO patents (1976-2016). The task is: Predict the product of the given reaction. (1) Given the reactants [NH2:1][C:2]1[CH:10]=[CH:9][C:5]([C:6]([OH:8])=[O:7])=[CH:4][CH:3]=1.S(=O)(=O)(O)O.N([O-])=O.[Na+].[N-:20]=[N+:21]=[N-].[Na+], predict the reaction product. The product is: [N:1]([C:2]1[CH:10]=[CH:9][C:5]([C:6]([OH:8])=[O:7])=[CH:4][CH:3]=1)=[N+:20]=[N-:21]. (2) Given the reactants N1C=CC=CC=1.[O:7]1[CH2:12][CH2:11][C:10]2([C:20]3[C:15](=[CH:16][CH:17]=[CH:18][CH:19]=3)[NH:14][CH2:13]2)[CH2:9][CH2:8]1.Cl.CN(C)CCCN=C=NCC.[N:33]1([C:39]2[N:40]=[C:41]([CH2:46][C:47]([O-])=[O:48])[NH:42][C:43](=[O:45])[CH:44]=2)[CH2:38][CH2:37][O:36][CH2:35][CH2:34]1.[Na+], predict the reaction product. The product is: [N:33]1([C:39]2[N:40]=[C:41]([CH2:46][C:47](=[O:48])[N:14]3[C:15]4[C:20](=[CH:19][CH:18]=[CH:17][CH:16]=4)[C:10]4([CH2:11][CH2:12][O:7][CH2:8][CH2:9]4)[CH2:13]3)[NH:42][C:43](=[O:45])[CH:44]=2)[CH2:38][CH2:37][O:36][CH2:35][CH2:34]1. (3) The product is: [OH:11][C:9]1[CH:8]=[CH:7][CH:6]=[C:5]2[C:10]=1[CH:2]([NH:1][CH:12]=[O:14])[CH2:3][CH2:4]2. Given the reactants [NH2:1][CH:2]1[C:10]2[C:9]([OH:11])=[CH:8][CH:7]=[CH:6][C:5]=2[CH2:4][CH2:3]1.[CH2:12]([O:14]C=O)C, predict the reaction product. (4) Given the reactants C[O:2][C:3](=[O:41])[CH2:4][C:5]1[CH:10]=[CH:9][CH:8]=[C:7]([S:11]([CH3:40])(=[N:13][C:14]([C:16]2[CH:17]=[N:18][CH:19]=[C:20]([C:22]#[C:23][C:24]3[CH:29]=[CH:28][CH:27]=[C:26]([NH:30][C:31]([C:33]4[N:37]([CH3:38])[N:36]=[C:35]([CH3:39])[CH:34]=4)=[O:32])[CH:25]=3)[CH:21]=2)=[O:15])=[O:12])[CH:6]=1.[OH-].[Na+].C(O)(=O)C, predict the reaction product. The product is: [CH3:38][N:37]1[C:33]([C:31]([NH:30][C:26]2[CH:25]=[C:24]([C:23]#[C:22][C:20]3[CH:21]=[C:16]([C:14]([N:13]=[S:11]([C:7]4[CH:6]=[C:5]([CH2:4][C:3]([OH:41])=[O:2])[CH:10]=[CH:9][CH:8]=4)([CH3:40])=[O:12])=[O:15])[CH:17]=[N:18][CH:19]=3)[CH:29]=[CH:28][CH:27]=2)=[O:32])=[CH:34][C:35]([CH3:39])=[N:36]1. (5) The product is: [NH2:23][C:18]1[CH:19]=[CH:20][C:21]([CH3:22])=[C:16]([NH:15][C:13](=[O:14])[CH2:12][N:3]2[C:4](=[O:11])[C:5]3[C:10](=[CH:9][CH:8]=[CH:7][CH:6]=3)[C:2]2=[O:1])[CH:17]=1. Given the reactants [O:1]=[C:2]1[C:10]2[C:5](=[CH:6][CH:7]=[CH:8][CH:9]=2)[C:4](=[O:11])[N:3]1[CH2:12][C:13]([NH:15][C:16]1[CH:17]=[C:18]([NH:23]C(=O)OC(C)(C)C)[CH:19]=[CH:20][C:21]=1[CH3:22])=[O:14].NC1C=C(NC(=O)OC(C)(C)C)C=CC=1C.O=C1C2C(=CC=CC=2)C(=O)N1CC(Cl)=O.C(N(C(C)C)CC)(C)C.[Cl-].[Na+], predict the reaction product. (6) Given the reactants [O:1]1[C:6]2[CH:7]=[CH:8][CH:9]=[CH:10][C:5]=2[O:4][CH2:3][CH:2]1[CH2:11][NH2:12].[C:13]([O:22][CH3:23])(=[O:21])[C:14]([CH2:16][C:17](OC)=[O:18])=[CH2:15], predict the reaction product. The product is: [CH3:23][O:22][C:13]([CH:14]1[CH2:16][C:17](=[O:18])[N:12]([CH2:11][CH:2]2[O:1][C:6]3[CH:7]=[CH:8][CH:9]=[CH:10][C:5]=3[O:4][CH2:3]2)[CH2:15]1)=[O:21].